Dataset: Full USPTO retrosynthesis dataset with 1.9M reactions from patents (1976-2016). Task: Predict the reactants needed to synthesize the given product. (1) Given the product [CH3:1][O:2][C:3](=[O:11])[C:4]1[CH:9]=[CH:8][CH:7]=[N:6][C:5]=1[C:17]1[CH:18]=[CH:19][C:14]([C:13]([F:24])([F:23])[F:12])=[CH:15][CH:16]=1, predict the reactants needed to synthesize it. The reactants are: [CH3:1][O:2][C:3](=[O:11])[C:4]1[CH:9]=[CH:8][CH:7]=[N:6][C:5]=1Cl.[F:12][C:13]([F:24])([F:23])[C:14]1[CH:19]=[CH:18][C:17](B(O)O)=[CH:16][CH:15]=1. (2) Given the product [C:1]([C:5]1[CH:6]=[C:7]2[C:8](=[CH:9][CH:10]=1)[O:11][C:12](=[O:17])[CH2:13][C:14]2([CH3:16])[CH3:15])([CH3:4])([CH3:3])[CH3:2], predict the reactants needed to synthesize it. The reactants are: [C:1]([C:5]1[CH:10]=[CH:9][C:8]([O:11][C:12](=[O:17])[CH:13]=[C:14]([CH3:16])[CH3:15])=[CH:7][CH:6]=1)([CH3:4])([CH3:3])[CH3:2].[Cl-].[Al+3].[Cl-].[Cl-]. (3) Given the product [Cl:1][C:2]1[N:7]=[CH:6][C:5]([C:8]([NH:11][C:12]2[CH:13]=[CH:14][C:15]([CH3:31])=[C:16]([NH:18][C:19]([C:21]3[CH:22]=[C:23]4[C:28](=[CH:29][CH:30]=3)[N:27]=[CH:26][CH:25]=[CH:24]4)=[O:20])[CH:17]=2)=[O:9])=[CH:4][CH:3]=1, predict the reactants needed to synthesize it. The reactants are: [Cl:1][C:2]1[N:7]=[CH:6][C:5]([C:8](Cl)=[O:9])=[CH:4][CH:3]=1.[NH2:11][C:12]1[CH:13]=[CH:14][C:15]([CH3:31])=[C:16]([NH:18][C:19]([C:21]2[CH:22]=[C:23]3[C:28](=[CH:29][CH:30]=2)[N:27]=[CH:26][CH:25]=[CH:24]3)=[O:20])[CH:17]=1. (4) Given the product [CH3:1][S:2]([NH:5][C:6]1[CH:18]=[CH:17][C:9]2[S:10][C:11]([C:13]([OH:15])=[O:14])=[CH:12][C:8]=2[CH:7]=1)(=[O:3])=[O:4], predict the reactants needed to synthesize it. The reactants are: [CH3:1][S:2]([N:5](S(C)(=O)=O)[C:6]1[CH:18]=[CH:17][C:9]2[S:10][C:11]([C:13]([O:15]C)=[O:14])=[CH:12][C:8]=2[CH:7]=1)(=[O:4])=[O:3].O.[OH-].[Li+].O.